From a dataset of Full USPTO retrosynthesis dataset with 1.9M reactions from patents (1976-2016). Predict the reactants needed to synthesize the given product. (1) The reactants are: [Cl:1][C:2]1[CH:15]=[CH:14][C:5]([O:6][CH2:7][C:8]2[O:12][N:11]=[C:10]([OH:13])[CH:9]=2)=[C:4]([CH:16]2[C:25]3[C:20](=[CH:21][CH:22]=[CH:23][CH:24]=3)[CH2:19][CH2:18][NH:17]2)[CH:3]=1.CCN(CC)CC.Cl[C:34]([O:36][CH2:37][C:38]1[CH:43]=[CH:42][CH:41]=[CH:40][CH:39]=1)=[O:35]. Given the product [CH2:37]([O:36][C:34]([N:17]1[CH2:18][CH2:19][C:20]2[C:25](=[CH:24][CH:23]=[CH:22][CH:21]=2)[CH:16]1[C:4]1[CH:3]=[C:2]([Cl:1])[CH:15]=[CH:14][C:5]=1[O:6][CH2:7][C:8]1[O:12][N:11]=[C:10]([OH:13])[CH:9]=1)=[O:35])[C:38]1[CH:43]=[CH:42][CH:41]=[CH:40][CH:39]=1, predict the reactants needed to synthesize it. (2) Given the product [Cl:8][C:6]1[C:5]([C:9]([F:12])([F:11])[F:10])=[CH:4][N:3]=[C:2]([NH:18][C:19]2[CH:24]=[CH:23][C:22]([CH:25]([NH:27][C:28](=[O:34])[O:29][C:30]([CH3:33])([CH3:32])[CH3:31])[CH3:26])=[CH:21][CH:20]=2)[N:7]=1, predict the reactants needed to synthesize it. The reactants are: Cl[C:2]1[N:7]=[C:6]([Cl:8])[C:5]([C:9]([F:12])([F:11])[F:10])=[CH:4][N:3]=1.CCOCC.[NH2:18][C:19]1[CH:24]=[CH:23][C:22]([CH:25]([NH:27][C:28](=[O:34])[O:29][C:30]([CH3:33])([CH3:32])[CH3:31])[CH3:26])=[CH:21][CH:20]=1.CCN(CC)CC. (3) The reactants are: Cl.[CH2:2]([O:4][C:5](=[O:13])[C@H:6]([NH2:12])[CH2:7][CH:8]([CH3:11])[CH2:9][CH3:10])[CH3:3].C(N(CC)C(C)C)(C)C.[Cl:23][C:24]1[CH:57]=[CH:56][CH:55]=[CH:54][C:25]=1[O:26][C:27]1[CH2:31]N([C@@H](CC2CCCCC2)C(NC2C=CN(CC(O)(C)C)N=2)=O)[C:29](=[O:53])[CH:28]=1. Given the product [CH2:2]([O:4][C:5](=[O:13])[C@H:6]([N:12]1[CH2:31][C:27]([O:26][C:25]2[CH:54]=[CH:55][CH:56]=[CH:57][C:24]=2[Cl:23])=[CH:28][C:29]1=[O:53])[CH2:7][CH:8]([CH3:11])[CH2:9][CH3:10])[CH3:3], predict the reactants needed to synthesize it. (4) Given the product [CH3:2][O:3][C:4](=[O:13])[CH2:5][CH2:6][CH2:7][CH2:8][CH2:9][CH2:10][CH2:11][NH:12][C:30]([NH:29][C:21](=[O:28])[C:22]1[CH:23]=[CH:24][CH:25]=[CH:26][CH:27]=1)=[O:31], predict the reactants needed to synthesize it. The reactants are: Cl.[CH3:2][O:3][C:4](=[O:13])[CH2:5][CH2:6][CH2:7][CH2:8][CH2:9][CH2:10][CH2:11][NH2:12].C(N(CC)CC)C.[C:21]([N:29]=[C:30]=[O:31])(=[O:28])[C:22]1[CH:27]=[CH:26][CH:25]=[CH:24][CH:23]=1. (5) Given the product [C:1]([NH:4][C:5]1[S:9][C:8]2[C:10](=[O:20])[CH2:11][CH2:12][CH2:13][C:7]=2[C:6]=1[C:14]([O:16][CH2:17][CH3:18])=[O:15])(=[O:3])[CH3:2], predict the reactants needed to synthesize it. The reactants are: [C:1]([NH:4][C:5]1[S:9][C:8]2[CH2:10][CH2:11][CH2:12][CH2:13][C:7]=2[C:6]=1[C:14]([O:16][CH2:17][CH3:18])=[O:15])(=[O:3])[CH3:2].[Cr](O[Cr]([O-])(=O)=O)([O-])(=O)=[O:20].[K+].[K+]. (6) Given the product [Cl:15][C:9]1[S:10][CH:11]=[C:7]([C:1]2[CH:6]=[CH:5][CH:4]=[CH:3][CH:2]=2)[N:8]=1, predict the reactants needed to synthesize it. The reactants are: [C:1]1([C:7]2[N:8]=[C:9](O)[S:10][CH:11]=2)[CH:6]=[CH:5][CH:4]=[CH:3][CH:2]=1.P(Cl)(Cl)([Cl:15])=O. (7) Given the product [C:28]([NH:32][S:33]([C:36]1[CH:41]=[C:40]([C:2]2[CH:7]=[CH:6][CH:5]=[C:4]([C:8]3[N:13]=[C:12]([C:14]([F:16])([F:17])[F:15])[CH:11]=[C:10]([C:18]4[CH:19]=[CH:20][C:21]([C:24]([F:25])([F:27])[F:26])=[CH:22][CH:23]=4)[N:9]=3)[CH:3]=2)[CH:39]=[CH:38][CH:37]=1)(=[O:35])=[O:34])([CH3:31])([CH3:29])[CH3:30], predict the reactants needed to synthesize it. The reactants are: Br[C:2]1[CH:3]=[C:4]([C:8]2[N:13]=[C:12]([C:14]([F:17])([F:16])[F:15])[CH:11]=[C:10]([C:18]3[CH:23]=[CH:22][C:21]([C:24]([F:27])([F:26])[F:25])=[CH:20][CH:19]=3)[N:9]=2)[CH:5]=[CH:6][CH:7]=1.[C:28]([NH:32][S:33]([C:36]1[CH:37]=[C:38](B(O)O)[CH:39]=[CH:40][CH:41]=1)(=[O:35])=[O:34])([CH3:31])([CH3:30])[CH3:29].